Predict which catalyst facilitates the given reaction. From a dataset of Catalyst prediction with 721,799 reactions and 888 catalyst types from USPTO. (1) Reactant: [CH2:1]([O:3][C:4]1[CH:9]=[CH:8][CH:7]=[CH:6][C:5]=1[N:10]=[C:11]=[O:12])[CH3:2].[CH2:13]([NH:15][C:16]([NH:18][C:19]1[N:24]=[C:23]([N:25]2[CH2:30][CH2:29][N:28]([CH2:31][CH2:32][OH:33])[CH2:27][CH2:26]2)[CH:22]=[N:21][CH:20]=1)=[O:17])[CH3:14]. Product: [CH2:13]([NH:15][C:16](=[O:17])[NH:18][C:19]1[N:24]=[C:23]([N:25]2[CH2:30][CH2:29][N:28]([CH2:31][CH2:32][O:33][C:11](=[O:12])[NH:10][C:5]3[CH:6]=[CH:7][CH:8]=[CH:9][C:4]=3[O:3][CH2:1][CH3:2])[CH2:27][CH2:26]2)[CH:22]=[N:21][CH:20]=1)[CH3:14]. The catalyst class is: 7. (2) Reactant: [C:1]([C:3]1[CH:8]=[CH:7][C:6]([C:9]2[N:13]3[N:14]=[C:15]([C:18]4[CH:26]=[CH:25][C:21]([C:22](O)=[O:23])=[CH:20][CH:19]=4)[CH:16]=[CH:17][C:12]3=[N:11][CH:10]=2)=[CH:5][CH:4]=1)#[N:2].CN(C(ON1N=NC2C=CC=NC1=2)=[N+](C)C)C.F[P-](F)(F)(F)(F)F.CN1CCOCC1.[NH:58]1[CH2:63][CH2:62][CH:61]([NH:64]C(=O)OC(C)(C)C)[CH2:60][CH2:59]1. Product: [NH2:64][CH:61]1[CH2:62][CH2:63][N:58]([C:22]([C:21]2[CH:25]=[CH:26][C:18]([C:15]3[CH:16]=[CH:17][C:12]4[N:13]([C:9]([C:6]5[CH:5]=[CH:4][C:3]([C:1]#[N:2])=[CH:8][CH:7]=5)=[CH:10][N:11]=4)[N:14]=3)=[CH:19][CH:20]=2)=[O:23])[CH2:59][CH2:60]1. The catalyst class is: 18. (3) Reactant: [C:1]1([C:7]2[CH:8]=[C:9]([OH:33])[C:10]([NH:13]C(C3C=CC=CC=3)(C3C=CC=CC=3)C3C=CC=CC=3)=[N:11][CH:12]=2)[CH:6]=[CH:5][CH:4]=[CH:3][CH:2]=1.C([O-])([O-])=O.[Cs+].[Cs+].[CH3:40][O:41][C:42]1[CH:43]=[C:44]([CH:47]=[CH:48][CH:49]=1)[CH2:45]Br. Product: [CH3:40][O:41][C:42]1[CH:43]=[C:44]([CH:47]=[CH:48][CH:49]=1)[CH2:45][O:33][C:9]1[C:10]([NH2:13])=[N:11][CH:12]=[C:7]([C:1]2[CH:2]=[CH:3][CH:4]=[CH:5][CH:6]=2)[CH:8]=1. The catalyst class is: 266.